From a dataset of Full USPTO retrosynthesis dataset with 1.9M reactions from patents (1976-2016). Predict the reactants needed to synthesize the given product. (1) Given the product [CH3:9][O:8][C:6]([C:5]1[CH:10]=[CH:11][C:2]([C:18]2[CH:19]=[CH:20][C:15]([Cl:14])=[CH:16][CH:17]=2)=[CH:3][C:4]=1[O:12][CH3:13])=[O:7], predict the reactants needed to synthesize it. The reactants are: Br[C:2]1[CH:11]=[CH:10][C:5]([C:6]([O:8][CH3:9])=[O:7])=[C:4]([O:12][CH3:13])[CH:3]=1.[Cl:14][C:15]1[CH:20]=[CH:19][C:18](B(O)O)=[CH:17][CH:16]=1.[O-]P([O-])([O-])=O.[K+].[K+].[K+]. (2) Given the product [Cl:17][C:10]1[CH:9]=[C:8]([CH2:7][N:3]2[CH:4]=[CH:5][N:6]=[C:2]2[CH3:1])[N:13]=[N:12][CH:11]=1, predict the reactants needed to synthesize it. The reactants are: [CH3:1][C:2]1[N:3]([CH2:7][C:8]2[NH:13][N:12]=[CH:11][C:10](=O)[CH:9]=2)[CH:4]=[CH:5][N:6]=1.P(Cl)(Cl)([Cl:17])=O. (3) Given the product [CH2:1]([O:3][C:4]([C:6]1[C:7]2[S:14][CH:13]=[C:12]([CH2:15][O:16][C:17]3[CH:22]=[C:21]([NH:23][C:30](=[O:31])[C:29]4[CH:33]=[CH:34][C:26]([F:25])=[CH:27][CH:28]=4)[CH:20]=[CH:19][C:18]=3[CH3:24])[C:8]=2[CH:9]=[N:10][CH:11]=1)=[O:5])[CH3:2], predict the reactants needed to synthesize it. The reactants are: [CH2:1]([O:3][C:4]([C:6]1[C:7]2[S:14][CH:13]=[C:12]([CH2:15][O:16][C:17]3[CH:22]=[C:21]([NH2:23])[CH:20]=[CH:19][C:18]=3[CH3:24])[C:8]=2[CH:9]=[N:10][CH:11]=1)=[O:5])[CH3:2].[F:25][C:26]1[CH:34]=[CH:33][C:29]([C:30](Cl)=[O:31])=[CH:28][CH:27]=1.